This data is from Reaction yield outcomes from USPTO patents with 853,638 reactions. The task is: Predict the reaction yield, written as a fraction of the theoretical maximum amount of product (1.0 means a 100% yield; for example, 0.34 means a 34% yield). The reactants are [CH3:1][C:2]1[CH:7]=[CH:6][C:5]([S:8]([O:11][CH2:12][CH:13]2[CH2:17][C:16]3[CH:18]=[CH:19][CH:20]=[C:21](OS(C(F)(F)F)(=O)=O)[C:15]=3[O:14]2)(=[O:10])=[O:9])=[CH:4][CH:3]=1.[Cl:30][C:31]1[CH:32]=[C:33](B(O)O)[CH:34]=[C:35]([Cl:37])[CH:36]=1.P([O-])([O-])([O-])=O.[K+].[K+].[K+].CC1C=CC(S(OCC2CC3C=CC=C(C4C=C(C(F)(F)F)C=C(C(F)(F)F)C=4)C=3O2)(=O)=O)=CC=1. The catalyst is C1C=CC([P]([Pd]([P](C2C=CC=CC=2)(C2C=CC=CC=2)C2C=CC=CC=2)([P](C2C=CC=CC=2)(C2C=CC=CC=2)C2C=CC=CC=2)[P](C2C=CC=CC=2)(C2C=CC=CC=2)C2C=CC=CC=2)(C2C=CC=CC=2)C2C=CC=CC=2)=CC=1. The product is [CH3:1][C:2]1[CH:3]=[CH:4][C:5]([S:8]([O:11][CH2:12][CH:13]2[CH2:17][C:16]3[CH:18]=[CH:19][CH:20]=[C:21]([C:33]4[CH:32]=[C:31]([Cl:30])[CH:36]=[C:35]([Cl:37])[CH:34]=4)[C:15]=3[O:14]2)(=[O:9])=[O:10])=[CH:6][CH:7]=1. The yield is 0.150.